From a dataset of Reaction yield outcomes from USPTO patents with 853,638 reactions. Predict the reaction yield, written as a fraction of the theoretical maximum amount of product (1.0 means a 100% yield; for example, 0.34 means a 34% yield). (1) The reactants are C(OC(=O)[NH:7][CH2:8][C:9]1[N:13]([CH:14]2[CH2:16][CH2:15]2)[C:12]([S:17][CH2:18][C:19]2[N:20]=[C:21]([NH:24][C:25]([NH:27][C:28]3[CH:33]=[CH:32][C:31]([CH3:34])=[CH:30][C:29]=3[C:35]([CH:37]3[CH2:41][CH2:40][CH2:39][CH2:38]3)=[O:36])=[O:26])[S:22][CH:23]=2)=[N:11][N:10]=1)(C)(C)C.Cl. No catalyst specified. The product is [NH2:7][CH2:8][C:9]1[N:13]([CH:14]2[CH2:16][CH2:15]2)[C:12]([S:17][CH2:18][C:19]2[N:20]=[C:21]([NH:24][C:25]([NH:27][C:28]3[CH:33]=[CH:32][C:31]([CH3:34])=[CH:30][C:29]=3[C:35]([CH:37]3[CH2:38][CH2:39][CH2:40][CH2:41]3)=[O:36])=[O:26])[S:22][CH:23]=2)=[N:11][N:10]=1. The yield is 0.990. (2) The reactants are C(=O)([O-])[O-].[K+].[K+].[I-].[Na+].[CH3:9][CH:10]([CH3:26])[C:11]([NH:13][C:14]1[CH:19]=[CH:18][CH:17]=[C:16]([CH:20]2[CH2:25][CH2:24][NH:23][CH2:22][CH2:21]2)[CH:15]=1)=[O:12].Cl[CH2:28][CH2:29][C@@H:30]([O:37][C:38]1[CH:43]=[CH:42][C:41]([O:44][CH3:45])=[C:40]([O:46][CH3:47])[CH:39]=1)[C:31]1[CH:36]=[CH:35][CH:34]=[CH:33][CH:32]=1. The catalyst is CN(C=O)C.O. The product is [CH3:47][O:46][C:40]1[CH:39]=[C:38]([CH:43]=[CH:42][C:41]=1[O:44][CH3:45])[O:37][C@@H:30]([C:31]1[CH:36]=[CH:35][CH:34]=[CH:33][CH:32]=1)[CH2:29][CH2:28][N:23]1[CH2:24][CH2:25][CH:20]([C:16]2[CH:15]=[C:14]([NH:13][C:11](=[O:12])[CH:10]([CH3:26])[CH3:9])[CH:19]=[CH:18][CH:17]=2)[CH2:21][CH2:22]1. The yield is 0.901. (3) The reactants are [NH2:1][CH2:2][CH2:3][CH2:4][CH2:5][CH2:6][C:7]([OH:9])=[O:8].[OH-].[Na+].[CH3:12][S:13](Cl)(=[O:15])=[O:14].Cl. The catalyst is O. The product is [CH3:12][S:13]([NH:1][CH2:2][CH2:3][CH2:4][CH2:5][CH2:6][C:7]([OH:9])=[O:8])(=[O:15])=[O:14]. The yield is 0.140. (4) The reactants are C([O:3][C:4](=[O:45])[CH2:5][CH2:6][CH2:7][O:8][C:9]1[CH:14]=[CH:13][CH:12]=[C:11]([CH2:15][CH2:16][CH2:17][CH2:18][CH2:19][CH2:20][O:21][C:22]2[CH:23]=[C:24]([C:31]3[CH:36]=[CH:35][CH:34]=[C:33]([F:37])[CH:32]=3)[CH:25]=[C:26]([C:28](=[O:30])[CH3:29])[CH:27]=2)[C:10]=1[CH2:38][CH2:39][C:40]([O:42]CC)=[O:41])C. The catalyst is [OH-].[Na+]. The product is [C:28]([C:26]1[CH:27]=[C:22]([O:21][CH2:20][CH2:19][CH2:18][CH2:17][CH2:16][CH2:15][C:11]2[C:10]([CH2:38][CH2:39][C:40]([OH:42])=[O:41])=[C:9]([CH:14]=[CH:13][CH:12]=2)[O:8][CH2:7][CH2:6][CH2:5][C:4]([OH:45])=[O:3])[CH:23]=[C:24]([C:31]2[CH:36]=[CH:35][CH:34]=[C:33]([F:37])[CH:32]=2)[CH:25]=1)(=[O:30])[CH3:29]. The yield is 0.660. (5) The reactants are C(N(CC)CC)C.[CH3:8][C@@:9]12[C:15]([CH3:17])([CH3:16])[C@@H:12]([CH2:13][CH2:14]1)[CH:11]([C:18](Cl)=[O:19])[C:10]2=O.C(OC([N:29]([CH2:38][C:39]1[CH:44]=[CH:43][CH:42]=[CH:41][CH:40]=1)[NH:30][C:31]1[CH:36]=[CH:35][CH:34]=[CH:33][C:32]=1[F:37])=O)(C)(C)C.Cl.O1CCOCC1. The catalyst is ClCCCl.ClCCl. The product is [CH2:38]([N:29]1[C:10]2[C@:9]3([CH3:8])[C:15]([CH3:17])([CH3:16])[C@@H:12]([CH2:13][CH2:14]3)[C:11]=2[C:18](=[O:19])[N:30]1[C:31]1[CH:36]=[CH:35][CH:34]=[CH:33][C:32]=1[F:37])[C:39]1[CH:40]=[CH:41][CH:42]=[CH:43][CH:44]=1. The yield is 0.140. (6) The reactants are [NH2:1][C:2]1[CH:7]=[CH:6][C:5]([CH2:8][C:9]([OH:11])=[O:10])=[CH:4][CH:3]=1.Cl.[N:13]([O-])=O.[Na+].[C:17]1([CH2:23][C:24]([OH:26])=[O:25])[CH:22]=[CH:21][CH:20]=[CH:19][CH:18]=1.[OH-].[Na+]. The catalyst is O. The product is [C:9]([CH2:8][C:5]1[CH:4]=[CH:3][C:2]([N:1]=[N:13][C:20]2[CH:21]=[CH:22][C:17]([CH2:23][C:24]([OH:26])=[O:25])=[CH:18][CH:19]=2)=[CH:7][CH:6]=1)([OH:11])=[O:10]. The yield is 0.370. (7) The reactants are [C:1]1([N:7]2[C:19]3[CH:18]=[CH:17][CH:16]=[CH:15][C:14]=3[C:13]3[C:8]2=[CH:9][CH:10]=[CH:11][CH:12]=3)[CH:6]=[CH:5][CH:4]=[CH:3][CH:2]=1.[Br:20]N1C(=O)CCC1=O.C1(C)C=CC=CC=1. The catalyst is C(OCC)(=O)C. The product is [Br:20][C:16]1[CH:17]=[CH:18][C:19]2[N:7]([C:1]3[CH:2]=[CH:3][CH:4]=[CH:5][CH:6]=3)[C:8]3[C:13]([C:14]=2[CH:15]=1)=[CH:12][CH:11]=[CH:10][CH:9]=3. The yield is 0.990.